From a dataset of Forward reaction prediction with 1.9M reactions from USPTO patents (1976-2016). Predict the product of the given reaction. (1) The product is: [OH:1][C:2]1[C:9]([CH:12]([OH:24])[CH2:13][CH2:14][CH2:15][CH2:16][CH2:17][CH2:18][CH2:19][CH2:20][CH2:21][CH2:22][CH3:23])=[C:8]([OH:10])[CH:7]=[C:6]([CH3:11])[C:3]=1[CH:4]=[O:5]. Given the reactants [OH:1][C:2]1[CH:9]=[C:8]([OH:10])[CH:7]=[C:6]([CH3:11])[C:3]=1[CH:4]=[O:5].[CH:12](=[O:24])[CH2:13][CH2:14][CH2:15][CH2:16][CH2:17][CH2:18][CH2:19][CH2:20][CH2:21][CH2:22][CH3:23].O.O.[Cl-].[Ca+2].[Cl-].CO.[OH-].[K+].Cl, predict the reaction product. (2) Given the reactants N[C:2]1[CH:10]=[C:9]2[C:5]([CH2:6][CH2:7][CH2:8]2)=[CH:4][C:3]=1[C:11]#[N:12].N(OCCC(C)C)=O.[I-:21], predict the reaction product. The product is: [I:21][C:2]1[CH:10]=[C:9]2[C:5]([CH2:6][CH2:7][CH2:8]2)=[CH:4][C:3]=1[C:11]#[N:12].